From a dataset of Full USPTO retrosynthesis dataset with 1.9M reactions from patents (1976-2016). Predict the reactants needed to synthesize the given product. (1) Given the product [F:24][C:16]([F:25])([O:8][C:4]1[CH:5]=[CH:6][CH:7]=[C:2]([F:1])[CH:3]=1)[C:17]([N:19]([CH2:22][CH3:23])[CH2:20][CH3:21])=[O:18], predict the reactants needed to synthesize it. The reactants are: [F:1][C:2]1[CH:3]=[C:4]([OH:8])[CH:5]=[CH:6][CH:7]=1.C([O-])([O-])=O.[K+].[K+].Br[C:16]([F:25])([F:24])[C:17]([N:19]([CH2:22][CH3:23])[CH2:20][CH3:21])=[O:18].O. (2) Given the product [CH:12]1([C:15]2[NH:10][C:7]3[CH:8]=[CH:9][C:4]([N+:1]([O-:3])=[O:2])=[CH:5][C:6]=3[N:11]=2)[CH2:14][CH2:13]1, predict the reactants needed to synthesize it. The reactants are: [N+:1]([C:4]1[CH:9]=[CH:8][C:7]([NH2:10])=[C:6]([NH2:11])[CH:5]=1)([O-:3])=[O:2].[CH:12]1([C:15](O)=O)[CH2:14][CH2:13]1. (3) Given the product [NH:31]1[C:32]2[CH:38]=[CH:37][CH:36]=[CH:35][C:33]=2[N:34]=[C:30]1[CH2:29][N:18]([CH2:17][C:16]1[CH:15]=[C:14]([CH:41]=[CH:40][CH:39]=1)[CH2:13][NH:12][C:4](=[O:6])[C:3]1[C:7]([CH3:11])=[CH:8][CH:9]=[N:10][C:2]=1[CH3:1])[CH:19]1[C:28]2[N:27]=[CH:26][CH:25]=[CH:24][C:23]=2[CH2:22][CH2:21][CH2:20]1, predict the reactants needed to synthesize it. The reactants are: [CH3:1][C:2]1[N:10]=[CH:9][CH:8]=[C:7]([CH3:11])[C:3]=1[C:4]([OH:6])=O.[NH2:12][CH2:13][C:14]1[CH:15]=[C:16]([CH:39]=[CH:40][CH:41]=1)[CH2:17][N:18]([CH2:29][C:30]1[NH:34][C:33]2[CH:35]=[CH:36][CH:37]=[CH:38][C:32]=2[N:31]=1)[CH:19]1[C:28]2[N:27]=[CH:26][CH:25]=[CH:24][C:23]=2[CH2:22][CH2:21][CH2:20]1.CCN(CC)CC. (4) Given the product [F:28][C:27]([F:30])([F:29])[C:25]([OH:31])=[O:26].[N:19]1([C:17]([C:13]2[CH:14]=[C:15]3[C:10](=[CH:11][CH:12]=2)[CH2:9][NH:8][CH2:16]3)=[O:18])[CH2:24][CH2:23][O:22][CH2:21][CH2:20]1, predict the reactants needed to synthesize it. The reactants are: C(OC([N:8]1[CH2:16][C:15]2[C:10](=[CH:11][CH:12]=[C:13]([C:17]([N:19]3[CH2:24][CH2:23][O:22][CH2:21][CH2:20]3)=[O:18])[CH:14]=2)[CH2:9]1)=O)(C)(C)C.[C:25]([OH:31])([C:27]([F:30])([F:29])[F:28])=[O:26]. (5) The reactants are: [Li+].[OH-].[Br:3][C:4]1[CH:33]=[CH:32][C:7]([CH2:8][CH2:9][NH:10][CH2:11][C:12]2[C:13]([C:27]3[CH:31]=[CH:30][S:29][CH:28]=3)=[N:14][C:15]3[C:20]([CH:21]=2)=[CH:19][CH:18]=[C:17]([C:22]([O:24]CC)=[O:23])[CH:16]=3)=[CH:6][CH:5]=1.Cl. Given the product [Br:3][C:4]1[CH:5]=[CH:6][C:7]([CH2:8][CH2:9][NH:10][CH2:11][C:12]2[C:13]([C:27]3[CH:31]=[CH:30][S:29][CH:28]=3)=[N:14][C:15]3[C:20]([CH:21]=2)=[CH:19][CH:18]=[C:17]([C:22]([OH:24])=[O:23])[CH:16]=3)=[CH:32][CH:33]=1, predict the reactants needed to synthesize it. (6) The reactants are: COP([CH2:7][C:8](=[O:16])[C:9]([F:15])([F:14])[CH2:10][CH2:11][CH2:12][CH3:13])(=O)OC.O.[OH-].[Li+].O.[O:21]=[C:22]1[O:26][C@H:25]2[CH2:27][C@@H:28]([O:32][C:33]([C:35]3[CH:40]=[CH:39][CH:38]=[CH:37][CH:36]=3)=[O:34])[C@H:29]([CH:30]=O)[C@H:24]2[CH2:23]1. Given the product [F:15][C:9]([F:14])([CH2:10][CH2:11][CH2:12][CH3:13])[C:8](=[O:16])/[CH:7]=[CH:30]/[C@@H:29]1[C@@H:24]2[C@@H:25]([O:26][C:22](=[O:21])[CH2:23]2)[CH2:27][C@H:28]1[O:32][C:33]([C:35]1[CH:40]=[CH:39][CH:38]=[CH:37][CH:36]=1)=[O:34], predict the reactants needed to synthesize it. (7) Given the product [ClH:1].[F:2][C:3]([F:26])([F:27])[C:4]1[CH:5]=[C:6]([CH:19]=[C:20]([C:22]([F:24])([F:23])[F:25])[CH:21]=1)[CH2:7][O:8][CH2:9][CH:10]([C:13]1[CH:18]=[CH:17][CH:16]=[CH:15][CH:14]=1)[CH2:11][NH:12][C:52](=[O:53])[C:40]1[CH:41]=[CH:42][C:29]([CH2:28][N:30]2[CH2:33][CH2:34][CH2:32][CH2:31]2)=[CH:51][CH:50]=1, predict the reactants needed to synthesize it. The reactants are: [ClH:1].[F:2][C:3]([F:27])([F:26])[C:4]1[CH:5]=[C:6]([CH:19]=[C:20]([C:22]([F:25])([F:24])[F:23])[CH:21]=1)[CH2:7][O:8][CH2:9][CH:10]([C:13]1[CH:18]=[CH:17][CH:16]=[CH:15][CH:14]=1)[CH2:11][NH2:12].[CH2:28]([N:30]([CH2:33][CH3:34])[CH2:31][CH3:32])[CH3:29].CCN=C=N[CH2:40][CH2:41][CH2:42]N(C)C.Cl.N1[CH2:51][CH2:50]CC1.[C:52](=O)([O-])[O-:53].[K+].[K+].[I-].[K+]. (8) Given the product [OH:2][C:3]1[CH:4]=[CH:5][C:6]2[C:10]([O:11][C:12]3[CH:17]=[CH:16][C:15](/[CH:18]=[CH:19]/[C:20]([OH:22])=[O:21])=[CH:14][CH:13]=3)=[C:9]([C:27]3[CH:28]=[CH:29][C:30]([OH:33])=[CH:31][CH:32]=3)[S:8][C:7]=2[CH:35]=1, predict the reactants needed to synthesize it. The reactants are: C[O:2][C:3]1[CH:4]=[CH:5][C:6]2[C:10]([O:11][C:12]3[CH:17]=[CH:16][C:15](/[CH:18]=[CH:19]/[C:20]([O:22]C(C)(C)C)=[O:21])=[CH:14][CH:13]=3)=[C:9]([C:27]3[CH:32]=[CH:31][C:30]([O:33]C)=[CH:29][CH:28]=3)[S:8][C:7]=2[CH:35]=1.B(Br)(Br)Br. (9) Given the product [CH3:33][CH:25]([CH2:24][CH2:23][CH2:22][CH2:21][S:10][C:7]1[CH:6]=[CH:5][CH:4]=[CH:9][CH:8]=1)[CH2:26][CH2:27][CH2:28][C:29]1[CH2:31][CH:30]=1, predict the reactants needed to synthesize it. The reactants are: [H-].[Na+].C[C:4]1[CH:9]=[CH:8][C:7]([SH:10])=[CH:6][CH:5]=1.C1(S(O[CH2:21][CH2:22][CH2:23][CH2:24][CH2:25][CH2:26][CH2:27][CH2:28][C:29]2[CH2:31][CH:30]=2)(=O)=O)C=CC=CC=1.O.[CH3:33]N(C)C=O. (10) Given the product [CH3:21][C:18]1[CH:19]=[C:20]2[C:15](=[CH:16][CH:17]=1)[N:14]=[C:13]([S:22][CH3:23])[NH:12][C:11]2=[N:32][N:31]([C:28]1[CH:29]=[CH:30][CH:25]=[CH:26][CH:27]=1)[C:33]([O:35][CH2:36][CH3:37])=[O:34], predict the reactants needed to synthesize it. The reactants are: C(N(CC)C(C)C)(C)C.Cl[C:11]1[C:20]2[C:15](=[CH:16][CH:17]=[C:18]([CH3:21])[CH:19]=2)[N:14]=[C:13]([S:22][CH3:23])[N:12]=1.C[C:25]1[CH:30]=[CH:29][C:28]([N:31]([C:33]([O:35][CH2:36][CH3:37])=[O:34])[NH2:32])=[CH:27][CH:26]=1.